Predict the reactants needed to synthesize the given product. From a dataset of Full USPTO retrosynthesis dataset with 1.9M reactions from patents (1976-2016). (1) Given the product [F:11][C:2]1([F:1])[CH2:3][CH2:4][CH:5]([N:33]=[C:25]=[O:24])[CH2:6][CH2:7]1, predict the reactants needed to synthesize it. The reactants are: [F:1][C:2]1([F:11])[CH2:7][CH2:6][CH:5](C(O)=O)[CH2:4][CH2:3]1.C1C=CC(OP([O:24][C:25]2C=CC=CC=2)(N=[N+]=[N-])=O)=CC=1.C([N:33](CC)CC)C. (2) The reactants are: [CH:1]([C:3]1[C:4]([NH:15][CH2:16][CH2:17][NH:18][C:19](=[O:21])[CH3:20])=[N:5][C:6]2[C:11]([CH:12]=1)=[CH:10][C:9]([O:13][CH3:14])=[CH:8][CH:7]=2)=[O:2]. Given the product [OH:2][CH2:1][C:3]1[C:4]([NH:15][CH2:16][CH2:17][CH2:20][C:19]([NH2:18])=[O:21])=[N:5][C:6]2[C:11]([CH:12]=1)=[CH:10][C:9]([O:13][CH3:14])=[CH:8][CH:7]=2.[OH:2][CH2:1][C:3]1[C:4]([NH:15][CH2:16][CH2:17][NH:18][C:19](=[O:21])[CH3:20])=[N:5][C:6]2[C:11]([CH:12]=1)=[CH:10][C:9]([O:13][CH3:14])=[CH:8][CH:7]=2, predict the reactants needed to synthesize it.